This data is from Catalyst prediction with 721,799 reactions and 888 catalyst types from USPTO. The task is: Predict which catalyst facilitates the given reaction. (1) Reactant: C[O:2][C:3]1[CH:8]=[CH:7][CH:6]=[CH:5][C:4]=1[P:9](=[O:22])([C:16]1[CH:21]=[CH:20][CH:19]=[CH:18][CH:17]=1)[C:10]1[CH:15]=[CH:14][CH:13]=[CH:12][CH:11]=1.B(Br)(Br)Br. Product: [OH:2][C:3]1[CH:8]=[CH:7][CH:6]=[CH:5][C:4]=1[P:9](=[O:22])([C:10]1[CH:11]=[CH:12][CH:13]=[CH:14][CH:15]=1)[C:16]1[CH:21]=[CH:20][CH:19]=[CH:18][CH:17]=1. The catalyst class is: 2. (2) Reactant: [CH3:1][O:2][C:3]1[CH:4]=[C:5]2[C:10](=[CH:11][CH:12]=1)[C:9](=[O:13])[N:8]([CH3:14])[C:7]([CH3:15])=[C:6]2[C:16]1[CH:21]=[CH:20][CH:19]=[CH:18][CH:17]=1.[Br:22]N1C(=O)CCC1=O. Product: [Br:22][CH2:15][C:7]1[N:8]([CH3:14])[C:9](=[O:13])[C:10]2[C:5]([C:6]=1[C:16]1[CH:21]=[CH:20][CH:19]=[CH:18][CH:17]=1)=[CH:4][C:3]([O:2][CH3:1])=[CH:12][CH:11]=2. The catalyst class is: 53. (3) Reactant: [CH2:1]([O:8][CH2:9][C@H:10]([C:12]1[C:13]([CH3:35])=[N:14][O:15][C:16]=1[C:17]1[CH:22]=[CH:21][C:20]([C:23]2[CH:28]=[CH:27][C:26]([C:29]3([C:32](O)=[O:33])[CH2:31][CH2:30]3)=[CH:25][CH:24]=2)=[CH:19][CH:18]=1)[OH:11])[C:2]1[CH:7]=[CH:6][CH:5]=[CH:4][CH:3]=1.C(N1C=CN=C1)(N1C=CN=C1)=O.[CH3:48][S:49]([NH2:52])(=[O:51])=[O:50].N12CCCN=C1CCCCC2. Product: [CH2:1]([O:8][CH2:9][C@H:10]([C:12]1[C:13]([CH3:35])=[N:14][O:15][C:16]=1[C:17]1[CH:18]=[CH:19][C:20]([C:23]2[CH:28]=[CH:27][C:26]([C:29]3([C:32]([NH:52][S:49]([CH3:48])(=[O:51])=[O:50])=[O:33])[CH2:31][CH2:30]3)=[CH:25][CH:24]=2)=[CH:21][CH:22]=1)[OH:11])[C:2]1[CH:7]=[CH:6][CH:5]=[CH:4][CH:3]=1. The catalyst class is: 527. (4) Reactant: [Cl:1][C:2]1[N:7]=[C:6]([C:8]([C:10]2[CH:11]=[C:12]([CH:15]=[CH:16][CH:17]=2)[C:13]#[N:14])=[O:9])[CH:5]=[CH:4][N:3]=1.[BH4-].[Na+]. Product: [Cl:1][C:2]1[N:7]=[C:6]([CH:8]([OH:9])[C:10]2[CH:11]=[C:12]([CH:15]=[CH:16][CH:17]=2)[C:13]#[N:14])[CH:5]=[CH:4][N:3]=1. The catalyst class is: 100.